From a dataset of Forward reaction prediction with 1.9M reactions from USPTO patents (1976-2016). Predict the product of the given reaction. (1) Given the reactants [CH2:1]([O:3][C:4]1[N:9]=[C:8](/[CH:10]=C/N(C)C)[C:7]([N+:15]([O-:17])=[O:16])=[CH:6][CH:5]=1)[CH3:2].I([O-])(=O)(=O)=[O:19].[Na+], predict the reaction product. The product is: [CH2:1]([O:3][C:4]1[N:9]=[C:8]([CH:10]=[O:19])[C:7]([N+:15]([O-:17])=[O:16])=[CH:6][CH:5]=1)[CH3:2]. (2) Given the reactants [CH2:1]([O:8][C:9]([N:11]1[CH2:15][CH2:14][CH2:13][CH:12]1[C:16]1[N:20]2[CH:21]=[CH:22][CH:23]=[CH:24][C:19]2=[C:18]([C:25]([OH:27])=O)[N:17]=1)=[O:10])[C:2]1[CH:7]=[CH:6][CH:5]=[CH:4][CH:3]=1.[C:28]12([NH2:38])[CH2:37][CH:32]3[CH2:33][CH:34]([CH2:36][CH:30]([CH2:31]3)[CH2:29]1)[CH2:35]2.C(Cl)CCl.C1C=NC2N(O)N=NC=2C=1.C(N(C(C)C)CC)(C)C, predict the reaction product. The product is: [C:28]12([NH:38][C:25]([C:18]3[N:17]=[C:16]([CH:12]4[CH2:13][CH2:14][CH2:15][N:11]4[C:9]([O:8][CH2:1][C:2]4[CH:3]=[CH:4][CH:5]=[CH:6][CH:7]=4)=[O:10])[N:20]4[CH:21]=[CH:22][CH:23]=[CH:24][C:19]=34)=[O:27])[CH2:35][CH:34]3[CH2:33][CH:32]([CH2:31][CH:30]([CH2:36]3)[CH2:29]1)[CH2:37]2. (3) Given the reactants [N:1]1[CH:6]=[CH:5][CH:4]=[CH:3][C:2]=1[CH2:7][NH:8][C:9](=[O:41])[O:10][CH2:11][CH:12]([C:25]1[O:26][C:27]([Br:40])=[C:28]([C:30]2[CH:35]=[CH:34][C:33]([C:36]([F:39])([F:38])[F:37])=[CH:32][CH:31]=2)[N:29]=1)[O:13][C:14]1[CH:19]=[CH:18][C:17]([F:20])=[C:16]([C:21](=[O:23])[NH2:22])[C:15]=1[F:24].[OH:42]O.O=O, predict the reaction product. The product is: [Br:40][C:27]1[O:26][C:25]([CH:12]([O:13][C:14]2[CH:19]=[CH:18][C:17]([F:20])=[C:16]([C:21](=[O:23])[NH2:22])[C:15]=2[F:24])[CH2:11][O:10][C:9]([NH:8][CH2:7][C:2]2[CH:3]=[CH:4][CH:5]=[CH:6][N+:1]=2[O-:42])=[O:41])=[N:29][C:28]=1[C:30]1[CH:31]=[CH:32][C:33]([C:36]([F:37])([F:39])[F:38])=[CH:34][CH:35]=1. (4) Given the reactants C([O:8][C:9]1[CH:14]=[CH:13][C:12]([C:15]2[S:16][CH:17]=[C:18]([CH2:20][CH3:21])[N:19]=2)=[CH:11][C:10]=1[CH2:22][CH2:23][CH3:24])C1C=CC=CC=1.C([O-])=O.[NH4+], predict the reaction product. The product is: [CH2:20]([C:18]1[N:19]=[C:15]([C:12]2[CH:13]=[CH:14][C:9]([OH:8])=[C:10]([CH2:22][CH2:23][CH3:24])[CH:11]=2)[S:16][CH:17]=1)[CH3:21]. (5) Given the reactants [CH2:1]([NH2:8])[C:2]1[CH:7]=[CH:6][CH:5]=[CH:4][CH:3]=1.[CH3:9][CH:10](C)[C:11](=[O:13])C.Cl.C=O.[CH2:18](N)C1C=CC=CC=1.C(N([CH:32]([CH3:34])[CH3:33])CC)(C)C.C=O.[OH-].[K+], predict the reaction product. The product is: [CH2:1]([N:8]1[CH2:9][CH2:10][C:11](=[O:13])[C:32]([CH3:33])([CH3:34])[CH2:18]1)[C:2]1[CH:7]=[CH:6][CH:5]=[CH:4][CH:3]=1. (6) Given the reactants [OH:1][C:2]1[CH:9]=[CH:8][C:5]([CH:6]=[O:7])=[CH:4][CH:3]=1.C([O-])([O-])=O.[K+].[K+].Br[CH:17]([OH:19])[CH3:18].O, predict the reaction product. The product is: [OH:19][CH2:17][CH2:18][O:1][C:2]1[CH:9]=[CH:8][C:5]([CH:6]=[O:7])=[CH:4][CH:3]=1. (7) Given the reactants Cl[CH:2]([C:18]1[CH:23]=[CH:22][CH:21]=[CH:20][CH:19]=1)[C:3]([C:5]1[C:13]2[C:8](=[CH:9][CH:10]=[C:11]([C:14]([O:16][CH3:17])=[O:15])[CH:12]=2)[NH:7][CH:6]=1)=[O:4].[CH3:24][O:25][C:26]1[CH:27]=[C:28]([CH:30]=[CH:31][CH:32]=1)[NH2:29], predict the reaction product. The product is: [CH3:24][O:25][C:26]1[CH:27]=[C:28]([NH:29][CH:2]([C:18]2[CH:23]=[CH:22][CH:21]=[CH:20][CH:19]=2)[C:3]([C:5]2[C:13]3[C:8](=[CH:9][CH:10]=[C:11]([C:14]([O:16][CH3:17])=[O:15])[CH:12]=3)[NH:7][CH:6]=2)=[O:4])[CH:30]=[CH:31][CH:32]=1.